From a dataset of Forward reaction prediction with 1.9M reactions from USPTO patents (1976-2016). Predict the product of the given reaction. (1) Given the reactants [Cl:1][CH2:2][C:3](Cl)=[O:4].[F:6][C:7]1[CH:12]=[C:11]([N+:13]([O-:15])=[O:14])[CH:10]=[CH:9][C:8]=1[NH:16][CH3:17], predict the reaction product. The product is: [Cl:1][CH2:2][C:3]([N:16]([C:8]1[CH:9]=[CH:10][C:11]([N+:13]([O-:15])=[O:14])=[CH:12][C:7]=1[F:6])[CH3:17])=[O:4]. (2) The product is: [C:13]([N:12]1[C:11]2[C:2](=[CH:3][C:4]([C:5]([O:7][CH3:8])=[O:6])=[CH:9][CH:10]=2)[CH:1]=[N:49]1)(=[O:16])[CH3:14]. Given the reactants [CH3:1][C:2]1[CH:3]=[C:4]([CH:9]=[CH:10][C:11]=1[NH2:12])[C:5]([O:7][CH3:8])=[O:6].[C:13]([O-:16])(=O)[CH3:14].[K+].C(OC(=O)C)(=O)C.C1OCCOCCOCCOCCOCCOC1.CCCCCO[N:49]=O, predict the reaction product. (3) Given the reactants [Cl:1][C:2]1[C:6]([CH3:7])=[CH:5][S:4][C:3]=1[C:8]1[N:12]([CH2:13][CH:14]([CH3:16])[CH3:15])[C:11](=[O:17])[N:10]([CH2:18][C:19]([OH:21])=O)[N:9]=1.[F:22][C:23]([F:33])([F:32])[C:24]1[CH:25]=[C:26]([CH:29]=[CH:30][CH:31]=1)[CH2:27][NH2:28].C1C=CC2N(O)N=NC=2C=1.CCN=C=NCCCN(C)C.Cl, predict the reaction product. The product is: [Cl:1][C:2]1[C:6]([CH3:7])=[CH:5][S:4][C:3]=1[C:8]1[N:12]([CH2:13][CH:14]([CH3:15])[CH3:16])[C:11](=[O:17])[N:10]([CH2:18][C:19]([NH:28][CH2:27][C:26]2[CH:29]=[CH:30][CH:31]=[C:24]([C:23]([F:22])([F:32])[F:33])[CH:25]=2)=[O:21])[N:9]=1. (4) The product is: [CH2:19]([O:18][C:16]([CH:15]1[CH2:21][CH2:22][CH2:23][N:13]([CH2:2][CH:3]2[O:8][C:7]3[CH:9]=[CH:10][CH:11]=[CH:12][C:6]=3[O:5][CH2:4]2)[CH2:14]1)=[O:17])[CH3:20]. Given the reactants Br[CH2:2][CH:3]1[O:8][C:7]2[CH:9]=[CH:10][CH:11]=[CH:12][C:6]=2[O:5][CH2:4]1.[NH:13]1[CH2:23][CH2:22][CH2:21][CH:15]([C:16]([O:18][CH2:19][CH3:20])=[O:17])[CH2:14]1.CCN(C(C)C)C(C)C.O, predict the reaction product. (5) Given the reactants [N:1]1[C:10]2[C:5](=[C:6](NC)[CH:7]=[CH:8][CH:9]=2)[CH:4]=[CH:3][CH:2]=1.[CH:13]([N:16](C(C)C)CC)(C)C.[C:22]([O:26][C:27](=[O:47])[NH:28][CH:29]1[CH2:34][CH2:33][CH:32]([CH2:35][NH:36][C:37]2[C:42]([N+:43]([O-:45])=[O:44])=[CH:41][N:40]=[C:39](Cl)[N:38]=2)[CH2:31][CH2:30]1)([CH3:25])([CH3:24])[CH3:23], predict the reaction product. The product is: [C:22]([O:26][C:27](=[O:47])[NH:28][CH:29]1[CH2:34][CH2:33][CH:32]([CH2:35][NH:36][C:37]2[C:42]([N+:43]([O-:45])=[O:44])=[CH:41][N:40]=[C:39]([NH:16][CH2:13][C:6]3[CH:7]=[CH:8][CH:9]=[C:10]4[C:5]=3[CH:4]=[CH:3][CH:2]=[N:1]4)[N:38]=2)[CH2:31][CH2:30]1)([CH3:25])([CH3:24])[CH3:23]. (6) Given the reactants C[O:2][C:3]([C:5]1([CH3:11])[CH2:10][CH2:9][O:8][CH2:7][CH2:6]1)=O.[H-].C([Al+]CC(C)C)C(C)C, predict the reaction product. The product is: [CH3:11][C:5]1([CH2:3][OH:2])[CH2:10][CH2:9][O:8][CH2:7][CH2:6]1. (7) Given the reactants [F-:1].[K+].COCCOCCOC.[C:12]([C:19]([F:21])=O)([C:15]([F:18])([F:17])[F:16])([F:14])[F:13].S([O:27][CH3:28])(OC)(=O)=O, predict the reaction product. The product is: [C:19]([O:27][CH3:28])([C:12]([C:15]([F:18])([F:17])[F:16])([F:14])[F:13])([F:21])[F:1].